Dataset: Forward reaction prediction with 1.9M reactions from USPTO patents (1976-2016). Task: Predict the product of the given reaction. (1) Given the reactants [F:1][C:2]1[C:3]2[O:28][N:27]=[C:26]([C:29]3[CH:34]=[CH:33][N:32]=[C:31](S(C)(=O)=O)[N:30]=3)[C:4]=2[CH:5]=[C:6]2[C:19]=1[N:18]1[CH2:20][C@@H:21]([CH3:25])[O:22][C@@H:23]([CH3:24])[C@@H:17]1[C:8]1([C:13](=[O:14])[NH:12][C:11](=[O:15])[NH:10][C:9]1=[O:16])[CH2:7]2.[NH2:39][CH2:40][CH2:41][OH:42], predict the reaction product. The product is: [F:1][C:2]1[C:3]2[O:28][N:27]=[C:26]([C:29]3[CH:34]=[CH:33][N:32]=[C:31]([NH:39][CH2:40][CH2:41][OH:42])[N:30]=3)[C:4]=2[CH:5]=[C:6]2[C:19]=1[N:18]1[CH2:20][C@@H:21]([CH3:25])[O:22][C@@H:23]([CH3:24])[C@@H:17]1[C:8]1([C:13](=[O:14])[NH:12][C:11](=[O:15])[NH:10][C:9]1=[O:16])[CH2:7]2. (2) Given the reactants [NH:1]1[C:10]2[CH2:9][CH2:8][CH2:7][C:6](=[O:11])[C:5]=2[CH:4]=[CH:3][C:2]1=[O:12].[F:13][C:14]([F:27])([F:26])[S:15](O[S:15]([C:14]([F:27])([F:26])[F:13])(=[O:17])=[O:16])(=[O:17])=[O:16], predict the reaction product. The product is: [F:13][C:14]([F:27])([F:26])[S:15]([O:12][C:2]1[CH:3]=[CH:4][C:5]2[C:6](=[O:11])[CH2:7][CH2:8][CH2:9][C:10]=2[N:1]=1)(=[O:17])=[O:16]. (3) Given the reactants [CH2:1]([O:8][C:9]1[CH:14]=[C:13](I)[CH:12]=[CH:11][C:10]=1[N:16]1[S:20](=[O:22])(=[O:21])[NH:19][C:18](=[O:23])[CH2:17]1)[C:2]1[CH:7]=[CH:6][CH:5]=[CH:4][CH:3]=1.[C:24]([Cu])#[N:25], predict the reaction product. The product is: [CH2:1]([O:8][C:9]1[CH:14]=[C:13]([CH:12]=[CH:11][C:10]=1[N:16]1[CH2:17][C:18](=[O:23])[NH:19][S:20]1(=[O:22])=[O:21])[C:24]#[N:25])[C:2]1[CH:7]=[CH:6][CH:5]=[CH:4][CH:3]=1. (4) Given the reactants O[CH:2]=[C:3]1[C:11]2[C:6](=[CH:7][C:8]([C:12]([C:14]3[CH:15]=[C:16]([NH:20][C:21]([C:23]4[N:24]([CH3:29])[N:25]=[CH:26][C:27]=4[Cl:28])=[O:22])[CH:17]=[CH:18][CH:19]=3)=[O:13])=[CH:9][CH:10]=2)[NH:5][C:4]1=[O:30].[CH3:31][N:32]1[CH2:37][CH2:36][N:35]([C:38]2[CH:43]=[CH:42][C:41]([NH2:44])=[CH:40][CH:39]=2)[CH2:34][CH2:33]1, predict the reaction product. The product is: [CH3:31][N:32]1[CH2:33][CH2:34][N:35]([C:38]2[CH:43]=[CH:42][C:41]([NH:44][CH:2]=[C:3]3[C:11]4[C:6](=[CH:7][C:8]([C:12]([C:14]5[CH:15]=[C:16]([NH:20][C:21]([C:23]6[N:24]([CH3:29])[N:25]=[CH:26][C:27]=6[Cl:28])=[O:22])[CH:17]=[CH:18][CH:19]=5)=[O:13])=[CH:9][CH:10]=4)[NH:5][C:4]3=[O:30])=[CH:40][CH:39]=2)[CH2:36][CH2:37]1. (5) Given the reactants [CH2:1]([NH:8][CH2:9][CH2:10][C:11]1[CH:26]=[CH:25][C:14]([O:15][C:16]2[CH:24]=[CH:23][C:19]([C:20]([NH2:22])=[O:21])=[CH:18][N:17]=2)=[CH:13][CH:12]=1)[C:2]1[CH:7]=[CH:6][CH:5]=[CH:4][CH:3]=1.[CH3:27]C(O)=O.C=O.[BH-](OC(C)=O)(OC(C)=O)OC(C)=O.[Na+], predict the reaction product. The product is: [CH2:1]([N:8]([CH3:27])[CH2:9][CH2:10][C:11]1[CH:26]=[CH:25][C:14]([O:15][C:16]2[CH:24]=[CH:23][C:19]([C:20]([NH2:22])=[O:21])=[CH:18][N:17]=2)=[CH:13][CH:12]=1)[C:2]1[CH:3]=[CH:4][CH:5]=[CH:6][CH:7]=1. (6) Given the reactants [C:1]1([CH3:12])[CH:6]=[CH:5][CH:4]=[CH:3][C:2]=1[C:7]1([CH2:10][NH2:11])[CH2:9][CH2:8]1.C(N(CC)CC)C.[CH3:20][C:21]1[C:22]([C:27](Cl)=[O:28])=[N:23][CH:24]=[CH:25][CH:26]=1.O, predict the reaction product. The product is: [C:1]1([CH3:12])[CH:6]=[CH:5][CH:4]=[CH:3][C:2]=1[C:7]1([CH2:10][NH:11][C:27]([C:22]2[C:21]([CH3:20])=[CH:26][CH:25]=[CH:24][N:23]=2)=[O:28])[CH2:8][CH2:9]1. (7) Given the reactants [Br:1][C:2]1[CH:3]=[CH:4][C:5]([CH3:9])=[C:6]([CH:8]=1)[NH2:7].O[CH2:11][CH:12]([CH2:14]O)O.[N+](C1C=CC=CC=1)([O-])=O.[OH-].[Na+], predict the reaction product. The product is: [Br:1][C:2]1[CH:3]=[CH:4][C:5]([CH3:9])=[C:6]2[C:8]=1[CH:11]=[CH:12][CH:14]=[N:7]2. (8) Given the reactants [CH3:1][C:2]1[CH:7]=[CH:6][C:5](B(O)O)=[CH:4][CH:3]=1.C(=O)([O-])[O-].[K+].[K+].C1(C)C=CC=CC=1P(C1C=CC=CC=1C)C1C=CC=CC=1C.Cl[C:40]1[CH:50]=[C:49]([O:51][C:52]2[CH:57]=[CH:56][CH:55]=[CH:54][C:53]=2[Cl:58])[C:43]([C:44]([O:46][CH2:47][CH3:48])=[O:45])=[CH:42][N:41]=1, predict the reaction product. The product is: [Cl:58][C:53]1[CH:54]=[CH:55][CH:56]=[CH:57][C:52]=1[O:51][C:49]1[C:43]([C:44]([O:46][CH2:47][CH3:48])=[O:45])=[CH:42][N:41]=[C:40]([C:5]2[CH:6]=[CH:7][C:2]([CH3:1])=[CH:3][CH:4]=2)[CH:50]=1. (9) Given the reactants O1CCOCC1.[CH2:7]([C:15]1[CH:27]=[CH:26][C:18]([C:19]([O:21]C(C)(C)C)=[O:20])=[C:17]([NH:28][C:29]2[CH:34]=[CH:33][CH:32]=[C:31]([N:35]3[CH:39]=[CH:38][CH:37]=[CH:36]3)[CH:30]=2)[CH:16]=1)[CH2:8][C:9]1[CH:14]=[CH:13][CH:12]=[CH:11][CH:10]=1.[OH-].[Na+].Cl, predict the reaction product. The product is: [CH2:7]([C:15]1[CH:27]=[CH:26][C:18]([C:19]([OH:21])=[O:20])=[C:17]([NH:28][C:29]2[CH:34]=[CH:33][CH:32]=[C:31]([N:35]3[CH:39]=[CH:38][CH:37]=[CH:36]3)[CH:30]=2)[CH:16]=1)[CH2:8][C:9]1[CH:10]=[CH:11][CH:12]=[CH:13][CH:14]=1.